Dataset: Reaction yield outcomes from USPTO patents with 853,638 reactions. Task: Predict the reaction yield, written as a fraction of the theoretical maximum amount of product (1.0 means a 100% yield; for example, 0.34 means a 34% yield). (1) The reactants are Cl[C:2]1[N:7]2[N:8]=[C:9]([CH:11]3[CH2:13]C3)[CH:10]=[C:6]2[N:5]=[C:4]([NH:14][C:15](=[O:26])[C:16]2[CH:21]=[CH:20][C:19]([C:22]([OH:25])([CH3:24])[CH3:23])=[CH:18][CH:17]=2)[CH:3]=1.[NH:27]1[CH2:32][CH2:31][O:30][CH2:29][CH2:28]1. The catalyst is CN1C(=O)CCC1. The product is [CH2:11]([C:9]1[CH:10]=[C:6]2[N:5]=[C:4]([NH:14][C:15](=[O:26])[C:16]3[CH:17]=[CH:18][C:19]([C:22]([OH:25])([CH3:23])[CH3:24])=[CH:20][CH:21]=3)[CH:3]=[C:2]([N:27]3[CH2:32][CH2:31][O:30][CH2:29][CH2:28]3)[N:7]2[N:8]=1)[CH3:13]. The yield is 0.500. (2) The reactants are [CH3:1][O:2][C:3]([C:5]1[NH:15][C:8]2=[CH:9][N:10]=[C:11]([O:13][CH3:14])[CH:12]=[C:7]2[C:6]=1[C:16]1[C:17]([O:22][CH3:23])=[N:18][CH:19]=[CH:20][CH:21]=1)=[O:4].[F:24][C:25]1[CH:32]=[CH:31][CH:30]=[CH:29][C:26]=1[CH2:27]Cl.C(=O)([O-])[O-].[Cs+].[Cs+].C(OCC)(=O)C. The catalyst is CN(C=O)C.O. The product is [CH3:1][O:2][C:3]([C:5]1[N:15]([CH2:27][C:26]2[CH:29]=[CH:30][CH:31]=[CH:32][C:25]=2[F:24])[C:8]2=[CH:9][N:10]=[C:11]([O:13][CH3:14])[CH:12]=[C:7]2[C:6]=1[C:16]1[C:17]([O:22][CH3:23])=[N:18][CH:19]=[CH:20][CH:21]=1)=[O:4]. The yield is 0.750. (3) The reactants are [N:1]1([CH2:6][CH2:7][CH2:8][O:9][C:10]2[CH:15]=[CH:14][C:13]([C:16]3([CH2:22][N:23]4[CH2:28][CH2:27][NH:26][CH2:25][CH2:24]4)[CH2:21][CH2:20][O:19][CH2:18][CH2:17]3)=[CH:12][CH:11]=2)[CH2:5][CH2:4][CH2:3][CH2:2]1.C(N(CC)C(C)C)(C)C.[C:38](OC(=O)C)(=[O:40])[CH3:39]. The catalyst is ClCCl. The product is [C:38]([N:26]1[CH2:25][CH2:24][N:23]([CH2:22][C:16]2([C:13]3[CH:14]=[CH:15][C:10]([O:9][CH2:8][CH2:7][CH2:6][N:1]4[CH2:5][CH2:4][CH2:3][CH2:2]4)=[CH:11][CH:12]=3)[CH2:17][CH2:18][O:19][CH2:20][CH2:21]2)[CH2:28][CH2:27]1)(=[O:40])[CH3:39]. The yield is 0.190. (4) The reactants are F[C:2]1[CH:9]=[CH:8][C:5]([C:6]#[N:7])=[CH:4][CH:3]=1.[NH2:10][C@H:11]1[CH2:15][CH2:14][C@@H:13]([C:16]([OH:18])=[O:17])[CH2:12]1.C(=O)([O-])[O-].[K+].[K+].CS(C)=O. The catalyst is O. The product is [C:6]([C:5]1[CH:8]=[CH:9][C:2]([NH:10][C@H:11]2[CH2:15][CH2:14][C@@H:13]([C:16]([OH:18])=[O:17])[CH2:12]2)=[CH:3][CH:4]=1)#[N:7]. The yield is 0.559.